From a dataset of Reaction yield outcomes from USPTO patents with 853,638 reactions. Predict the reaction yield, written as a fraction of the theoretical maximum amount of product (1.0 means a 100% yield; for example, 0.34 means a 34% yield). (1) The reactants are [Cl:1][C:2]1[CH:11]=[CH:10][C:9]2[O:8][C:7]3([CH3:15])[CH2:12][CH2:13][CH2:14][CH:6]3[C:5](=[CH2:16])[C:4]=2[CH:3]=1.II.[OH-:19].[NH4+:20].C[C:22]#[N:23]. The catalyst is CCOC(C)=O.CS(C)=O.[OH-].[NH4+].[Ag]OC#N. The product is [Cl:1][C:2]1[CH:11]=[CH:10][C:9]2[O:8][C:7]3([CH3:15])[CH2:12][CH2:13][CH2:14][CH:6]3[C:5]3([CH2:16][O:19][C:22]([NH2:23])=[N:20]3)[C:4]=2[CH:3]=1. The yield is 0.300. (2) The reactants are C([Si](C)(C)[O:6][C:7]1[CH:8]=[C:9]2[C:14](=[CH:15][CH:16]=1)[N:13]=[C:12]([N:17]([CH2:20][CH3:21])[CH2:18][CH3:19])[N:11]([NH:22][C:23](=[O:33])[CH2:24][C:25]1[CH:30]=[C:29]([F:31])[CH:28]=[C:27]([F:32])[CH:26]=1)[C:10]2=[O:34])(C)(C)C.[F-].C([N+](CCCC)(CCCC)CCCC)CCC. The catalyst is C1COCC1. The product is [CH2:20]([N:17]([CH2:18][CH3:19])[C:12]1[N:11]([NH:22][C:23](=[O:33])[CH2:24][C:25]2[CH:30]=[C:29]([F:31])[CH:28]=[C:27]([F:32])[CH:26]=2)[C:10](=[O:34])[C:9]2[C:14](=[CH:15][CH:16]=[C:7]([OH:6])[CH:8]=2)[N:13]=1)[CH3:21]. The yield is 0.540. (3) The reactants are [C:1]([OH:6])(=O)[CH2:2][CH2:3][CH3:4].[CH3:7][C:8]([CH3:29])([CH3:28])[CH2:9][N:10]1[C:14]2[N:15]=[C:16]([C:19]#[N:20])[N:17]=[CH:18][C:13]=2[CH:12]=[C:11]1[CH2:21][N:22]1[CH2:27][CH2:26][NH:25][CH2:24][CH2:23]1.C1C=CC2N(O)N=NC=2C=1.Cl.[Cl-].[NH4+]. The catalyst is CN(C=O)C. The product is [C:1]([N:25]1[CH2:26][CH2:27][N:22]([CH2:21][C:11]2[N:10]([CH2:9][C:8]([CH3:29])([CH3:28])[CH3:7])[C:14]3[N:15]=[C:16]([C:19]#[N:20])[N:17]=[CH:18][C:13]=3[CH:12]=2)[CH2:23][CH2:24]1)(=[O:6])[CH2:2][CH2:3][CH3:4]. The yield is 0.432. (4) No catalyst specified. The product is [F:1][CH2:2][C:3]1[N:12]=[C:11]([N:23]([C:18]2[CH:17]=[CH:22][C:21]([O:30][CH3:31])=[CH:20][CH:19]=2)[CH3:26])[C:10]2[C:5](=[CH:6][CH:7]=[CH:8][CH:9]=2)[N:4]=1. The reactants are [F:1][CH2:2][C:3]1[NH:12][C:11](=O)[C:10]2[C:5](=[CH:6][CH:7]=[CH:8][CH:9]=2)[N:4]=1.COC(=O)[C:17]1[CH:22]=[CH:21][CH:20]=[CH:19][C:18]=1[NH2:23].F[CH2:26]C#N.Cl.[O:30]1CCOC[CH2:31]1. The yield is 0.390. (5) The reactants are [Cl:1][C:2]1[CH:37]=[CH:36][C:5]([CH2:6][N:7]2[C:15]3[C:14](=[O:16])[N:13]([CH2:17][CH2:18][CH2:19][OH:20])[C:12](=[O:21])[N:11]([CH3:22])[C:10]=3[N:9]=[C:8]2[C:23](=[O:35])[C:24]2[CH:29]=[CH:28][CH:27]=[C:26]([O:30][C:31]([F:34])([F:33])[F:32])[CH:25]=2)=[CH:4][CH:3]=1.[BH4-].[Na+]. The catalyst is CO. The product is [Cl:1][C:2]1[CH:37]=[CH:36][C:5]([CH2:6][N:7]2[C:15]3[C:14](=[O:16])[N:13]([CH2:17][CH2:18][CH2:19][OH:20])[C:12](=[O:21])[N:11]([CH3:22])[C:10]=3[N:9]=[C:8]2[CH:23]([OH:35])[C:24]2[CH:29]=[CH:28][CH:27]=[C:26]([O:30][C:31]([F:32])([F:33])[F:34])[CH:25]=2)=[CH:4][CH:3]=1. The yield is 0.229. (6) The reactants are C([O:3][C:4](=[O:25])[CH2:5][CH2:6][C:7]1[CH:12]=[CH:11][C:10]([S:13][CH2:14][CH2:15][C@H:16]([O:18]S(C)(=O)=O)[CH3:17])=[CH:9][C:8]=1[CH2:23][CH3:24])C.[F:26][C:27]1[CH:44]=[CH:43][C:30]([O:31][C:32]2[CH:37]=[C:36]([C:38]([F:41])([F:40])[F:39])[CH:35]=[CH:34][C:33]=2O)=[CH:29][CH:28]=1. No catalyst specified. The product is [F:26][C:27]1[CH:28]=[CH:29][C:30]([O:31][C:32]2[CH:37]=[C:36]([C:38]([F:39])([F:40])[F:41])[CH:35]=[CH:34][C:33]=2[O:18][C@@H:16]([CH3:17])[CH2:15][CH2:14][S:13][C:10]2[CH:11]=[CH:12][C:7]([CH2:6][CH2:5][C:4]([OH:3])=[O:25])=[C:8]([CH2:23][CH3:24])[CH:9]=2)=[CH:43][CH:44]=1. The yield is 0.650. (7) The reactants are C(O[C:6](=O)[N:7]([CH2:9][CH2:10][O:11][Si:12]([C:25]([CH3:28])([CH3:27])[CH3:26])([C:19]1[CH:24]=[CH:23][CH:22]=[CH:21][CH:20]=1)[C:13]1[CH:18]=[CH:17][CH:16]=[CH:15][CH:14]=1)C)(C)(C)C.Cl.O1CCOCC1. The catalyst is C(Cl)Cl. The product is [C:25]([Si:12]([C:13]1[CH:18]=[CH:17][CH:16]=[CH:15][CH:14]=1)([C:19]1[CH:24]=[CH:23][CH:22]=[CH:21][CH:20]=1)[O:11][CH2:10][CH2:9][NH:7][CH3:6])([CH3:28])([CH3:26])[CH3:27]. The yield is 0.210. (8) The reactants are C(NC(C)C)(C)C.C([Li])CCC.[CH:13]1([NH:18][C:19]2[N:24]=[C:23]([C:25]3[C:26]([C:44]4[CH:49]=[CH:48][C:47]([F:50])=[CH:46][CH:45]=4)=[N:27][N:28]4[CH:33]=[C:32]([C:34]([O:41][CH2:42][CH3:43])([O:38][CH2:39][CH3:40])[O:35][CH2:36][CH3:37])[CH:31]=[CH:30][C:29]=34)[CH:22]=[CH:21][N:20]=2)[CH2:17][CH2:16][CH2:15][CH2:14]1.C(Cl)(Cl)(Cl)[Cl:52]. The catalyst is O1CCCC1. The product is [Cl:52][C:33]1[N:28]2[N:27]=[C:26]([C:44]3[CH:45]=[CH:46][C:47]([F:50])=[CH:48][CH:49]=3)[C:25]([C:23]3[CH:22]=[CH:21][N:20]=[C:19]([NH:18][CH:13]4[CH2:17][CH2:16][CH2:15][CH2:14]4)[N:24]=3)=[C:29]2[CH:30]=[CH:31][C:32]=1[C:34]([O:41][CH2:42][CH3:43])([O:38][CH2:39][CH3:40])[O:35][CH2:36][CH3:37]. The yield is 0.460.